This data is from Peptide-MHC class I binding affinity with 185,985 pairs from IEDB/IMGT. The task is: Regression. Given a peptide amino acid sequence and an MHC pseudo amino acid sequence, predict their binding affinity value. This is MHC class I binding data. (1) The peptide sequence is FRNLAYGRTCVLGK. The MHC is HLA-A68:02 with pseudo-sequence HLA-A68:02. The binding affinity (normalized) is 0. (2) The peptide sequence is KMARAGLGK. The MHC is HLA-A03:01 with pseudo-sequence HLA-A03:01. The binding affinity (normalized) is 0.719. (3) The peptide sequence is YRRKLTNPA. The MHC is HLA-A02:12 with pseudo-sequence HLA-A02:12. The binding affinity (normalized) is 0.0847. (4) The peptide sequence is YREAGIPVL. The MHC is HLA-B15:01 with pseudo-sequence HLA-B15:01. The binding affinity (normalized) is 0.0847. (5) The peptide sequence is KYYLAYTSY. The MHC is HLA-B08:02 with pseudo-sequence HLA-B08:02. The binding affinity (normalized) is 0.0847. (6) The peptide sequence is YMIGYTAYY. The MHC is SLA-30401 with pseudo-sequence SLA-30401. The binding affinity (normalized) is 0.0847. (7) The peptide sequence is AEMLASIDL. The MHC is HLA-B44:03 with pseudo-sequence HLA-B44:03. The binding affinity (normalized) is 0.587.